Dataset: Forward reaction prediction with 1.9M reactions from USPTO patents (1976-2016). Task: Predict the product of the given reaction. (1) The product is: [F:46][C:2]1([F:1])[CH2:3][CH2:4][CH:5]([C:8]2[C:17]3[CH:16]([OH:18])[CH2:15][C:14]([CH3:19])([CH3:20])[CH2:13][C:12]=3[N:11]=[C:10]([CH:21]3[CH2:22][CH2:23][N:24]([C:27]4[N:32]=[CH:31][C:30]([O:33][CH2:53][CH3:54])=[CH:29][N:28]=4)[CH2:25][CH2:26]3)[C:9]=2[CH:34]([F:45])[C:35]2[CH:36]=[CH:37][C:38]([C:41]([F:43])([F:42])[F:44])=[CH:39][CH:40]=2)[CH2:6][CH2:7]1. Given the reactants [F:1][C:2]1([F:46])[CH2:7][CH2:6][CH:5]([C:8]2[C:17]3[CH:16]([OH:18])[CH2:15][C:14]([CH3:20])([CH3:19])[CH2:13][C:12]=3[N:11]=[C:10]([CH:21]3[CH2:26][CH2:25][N:24]([C:27]4[N:32]=[CH:31][C:30]([OH:33])=[CH:29][N:28]=4)[CH2:23][CH2:22]3)[C:9]=2[CH:34]([F:45])[C:35]2[CH:40]=[CH:39][C:38]([C:41]([F:44])([F:43])[F:42])=[CH:37][CH:36]=2)[CH2:4][CH2:3]1.C(=O)([O-])[O-].[Cs+].[Cs+].[CH2:53](I)[CH3:54].O, predict the reaction product. (2) Given the reactants C(OC([N:8]([CH2:26][CH3:27])[C@H:9]1[CH2:13][CH2:12][N:11]([C:14]2[N:25]=[CH:24][CH:23]=[CH:22][C:15]=2[C:16]([O:18][CH:19]([CH3:21])[CH3:20])=[O:17])[CH2:10]1)=O)(C)(C)C.C([O-])([O-])=O.[K+].[K+].Br[CH2:35][C:36]1[CH:62]=[CH:61][C:39]([CH2:40][N:41]([CH2:59][CH3:60])[C@@H:42]2[CH2:46][CH2:45][N:44]([C:47]3[N:58]=[CH:57][CH:56]=[CH:55][C:48]=3[C:49]([O:51][CH:52]([CH3:54])[CH3:53])=[O:50])[CH2:43]2)=[CH:38][CH:37]=1, predict the reaction product. The product is: [CH2:26]([N:8]([CH2:35][C:36]1[CH:62]=[CH:61][C:39]([CH2:40][N:41]([CH2:59][CH3:60])[C@H:42]2[CH2:46][CH2:45][N:44]([C:47]3[C:48]([C:49]([O:51][CH:52]([CH3:54])[CH3:53])=[O:50])=[CH:55][CH:56]=[CH:57][N:58]=3)[CH2:43]2)=[CH:38][CH:37]=1)[C@@H:9]1[CH2:13][CH2:12][N:11]([C:14]2[C:15]([C:16]([O:18][CH:19]([CH3:20])[CH3:21])=[O:17])=[CH:22][CH:23]=[CH:24][N:25]=2)[CH2:10]1)[CH3:27]. (3) The product is: [F:1][C:2]([F:30])([C:16]1[CH:21]=[CH:20][C:19]([O:22][CH2:23][CH2:24][CH2:25][C:26]([F:29])([F:28])[F:27])=[CH:18][CH:17]=1)[O:3][C:4]1[CH:9]=[CH:8][C:7](/[CH:10]=[CH:11]/[C:12]([OH:14])=[O:13])=[CH:6][CH:5]=1. Given the reactants [F:1][C:2]([F:30])([C:16]1[CH:21]=[CH:20][C:19]([O:22][CH2:23][CH2:24][CH2:25][C:26]([F:29])([F:28])[F:27])=[CH:18][CH:17]=1)[O:3][C:4]1[CH:9]=[CH:8][C:7](/[CH:10]=[CH:11]/[C:12]([O:14]C)=[O:13])=[CH:6][CH:5]=1.[OH-].[Na+].Cl, predict the reaction product. (4) Given the reactants [NH2:1][C:2]1[CH:3]=[CH:4][C:5]([CH3:21])=[C:6]([C:8]2[CH:13]=[CH:12][C:11]([C:14]([NH:16][CH2:17][CH:18]3[CH2:20][CH2:19]3)=[O:15])=[CH:10][CH:9]=2)[CH:7]=1.[C:22]1([C:28]2[N:33]=[C:32]([C:34](O)=[O:35])[CH:31]=[CH:30][N:29]=2)[CH:27]=[CH:26][CH:25]=[CH:24][CH:23]=1, predict the reaction product. The product is: [CH:18]1([CH2:17][NH:16][C:14]([C:11]2[CH:12]=[CH:13][C:8]([C:6]3[C:5]([CH3:21])=[CH:4][CH:3]=[C:2]([NH:1][C:34]([C:32]4[CH:31]=[CH:30][N:29]=[C:28]([C:22]5[CH:23]=[CH:24][CH:25]=[CH:26][CH:27]=5)[N:33]=4)=[O:35])[CH:7]=3)=[CH:9][CH:10]=2)=[O:15])[CH2:20][CH2:19]1. (5) Given the reactants [Cl:1][C:2]1[C:3]([N:27]([CH:29]([CH3:31])[CH3:30])[CH3:28])=[CH:4][C:5]2[N:11]=[C:10]([C:12]3[CH:17]=[CH:16][CH:15]=[C:14]([N:18]4[C:22]([CH2:23]O)=[CH:21][N:20]=[N:19]4)[CH:13]=3)[CH2:9][C:8](=[O:25])[NH:7][C:6]=2[CH:26]=1.S(Cl)(Cl)=O.[Cl-].[CH2:37]([NH:41][CH3:42])[CH:38]([CH3:40])[CH3:39], predict the reaction product. The product is: [Cl:1][C:2]1[C:3]([N:27]([CH:29]([CH3:30])[CH3:31])[CH3:28])=[CH:4][C:5]2[N:11]=[C:10]([C:12]3[CH:17]=[CH:16][CH:15]=[C:14]([N:18]4[C:22]([CH2:23][N:41]([CH2:37][CH:38]([CH3:40])[CH3:39])[CH3:42])=[CH:21][N:20]=[N:19]4)[CH:13]=3)[CH2:9][C:8](=[O:25])[NH:7][C:6]=2[CH:26]=1. (6) Given the reactants C([O:9][CH2:10][C@@:11]1([CH3:18])[CH:17]=[CH:16][CH2:15][CH2:14][CH2:13][O:12]1)(=O)C1C=CC=CC=1.[OH-].[Na+], predict the reaction product. The product is: [CH3:18][C@:11]1([CH2:10][OH:9])[CH:17]=[CH:16][CH2:15][CH2:14][CH2:13][O:12]1.